From a dataset of NCI-60 drug combinations with 297,098 pairs across 59 cell lines. Regression. Given two drug SMILES strings and cell line genomic features, predict the synergy score measuring deviation from expected non-interaction effect. (1) Drug 2: CC1C(C(CC(O1)OC2CC(CC3=C2C(=C4C(=C3O)C(=O)C5=C(C4=O)C(=CC=C5)OC)O)(C(=O)CO)O)N)O.Cl. Drug 1: N.N.Cl[Pt+2]Cl. Cell line: HCC-2998. Synergy scores: CSS=25.6, Synergy_ZIP=-1.06, Synergy_Bliss=-7.28, Synergy_Loewe=-31.9, Synergy_HSA=-7.22. (2) Drug 1: C(CN)CNCCSP(=O)(O)O. Drug 2: B(C(CC(C)C)NC(=O)C(CC1=CC=CC=C1)NC(=O)C2=NC=CN=C2)(O)O. Cell line: HL-60(TB). Synergy scores: CSS=71.0, Synergy_ZIP=1.86, Synergy_Bliss=3.54, Synergy_Loewe=2.75, Synergy_HSA=2.99. (3) Drug 1: CC(CN1CC(=O)NC(=O)C1)N2CC(=O)NC(=O)C2. Drug 2: CN(CC1=CN=C2C(=N1)C(=NC(=N2)N)N)C3=CC=C(C=C3)C(=O)NC(CCC(=O)O)C(=O)O. Cell line: BT-549. Synergy scores: CSS=17.4, Synergy_ZIP=-3.90, Synergy_Bliss=1.82, Synergy_Loewe=-4.37, Synergy_HSA=1.23. (4) Drug 1: C(CC(=O)O)C(=O)CN.Cl. Drug 2: C1C(C(OC1N2C=NC3=C2NC=NCC3O)CO)O. Cell line: T-47D. Synergy scores: CSS=10.5, Synergy_ZIP=-2.54, Synergy_Bliss=1.90, Synergy_Loewe=2.91, Synergy_HSA=3.15. (5) Drug 1: C1CC(C1)(C(=O)O)C(=O)O.[NH2-].[NH2-].[Pt+2]. Drug 2: CCCCC(=O)OCC(=O)C1(CC(C2=C(C1)C(=C3C(=C2O)C(=O)C4=C(C3=O)C=CC=C4OC)O)OC5CC(C(C(O5)C)O)NC(=O)C(F)(F)F)O. Cell line: OVCAR3. Synergy scores: CSS=36.2, Synergy_ZIP=12.3, Synergy_Bliss=12.1, Synergy_Loewe=-15.6, Synergy_HSA=8.52. (6) Drug 1: CC1=C(C(=CC=C1)Cl)NC(=O)C2=CN=C(S2)NC3=CC(=NC(=N3)C)N4CCN(CC4)CCO. Drug 2: C1CN(CCN1C(=O)CCBr)C(=O)CCBr. Cell line: T-47D. Synergy scores: CSS=16.7, Synergy_ZIP=-3.83, Synergy_Bliss=-2.56, Synergy_Loewe=3.97, Synergy_HSA=3.97.